This data is from TCR-epitope binding with 47,182 pairs between 192 epitopes and 23,139 TCRs. The task is: Binary Classification. Given a T-cell receptor sequence (or CDR3 region) and an epitope sequence, predict whether binding occurs between them. (1) The epitope is YVLDHLIVV. The TCR CDR3 sequence is CASSLTTGIQYF. Result: 1 (the TCR binds to the epitope). (2) The epitope is ALSKGVHFV. The TCR CDR3 sequence is CASSLEAGSDSPLHF. Result: 1 (the TCR binds to the epitope).